From a dataset of Full USPTO retrosynthesis dataset with 1.9M reactions from patents (1976-2016). Predict the reactants needed to synthesize the given product. (1) Given the product [NH2:21][C:11]1[N:10]([C:4]2[CH:5]=[CH:6][C:7]([O:8][CH3:9])=[C:2]([Cl:1])[CH:3]=2)[C:22](=[O:25])[CH:23]=[CH:24][C:12]=1[C:13](=[O:20])[C:14]1[CH:15]=[CH:16][CH:17]=[CH:18][CH:19]=1, predict the reactants needed to synthesize it. The reactants are: [Cl:1][C:2]1[CH:3]=[C:4]([NH:10][C:11](=[NH:21])[CH2:12][C:13](=[O:20])[C:14]2[CH:19]=[CH:18][CH:17]=[CH:16][CH:15]=2)[CH:5]=[CH:6][C:7]=1[O:8][CH3:9].[C:22](OC)(=[O:25])[C:23]#[CH:24].C(OCC)C. (2) Given the product [CH2:4]([O:7][C:8]([NH:10][CH:11]([C:18]1[CH:23]=[CH:22][CH:21]=[C:20]([NH2:24])[CH:19]=1)[CH2:12][C:13]([O:15][CH2:16][CH3:17])=[O:14])=[O:9])[CH:5]=[CH2:6], predict the reactants needed to synthesize it. The reactants are: [Sn](Cl)Cl.[CH2:4]([O:7][C:8]([NH:10][CH:11]([C:18]1[CH:23]=[CH:22][CH:21]=[C:20]([N+:24]([O-])=O)[CH:19]=1)[CH2:12][C:13]([O:15][CH2:16][CH3:17])=[O:14])=[O:9])[CH:5]=[CH2:6].[OH-].[Na+].